Dataset: Peptide-MHC class I binding affinity with 185,985 pairs from IEDB/IMGT. Task: Regression. Given a peptide amino acid sequence and an MHC pseudo amino acid sequence, predict their binding affinity value. This is MHC class I binding data. (1) The binding affinity (normalized) is 0.0847. The MHC is HLA-A03:01 with pseudo-sequence HLA-A03:01. The peptide sequence is HQDDGQPRL. (2) The peptide sequence is TISMLIEVIL. The MHC is HLA-A02:01 with pseudo-sequence HLA-A02:01. The binding affinity (normalized) is 0. (3) The peptide sequence is FISDNKKEYK. The MHC is HLA-A68:01 with pseudo-sequence HLA-A68:01. The binding affinity (normalized) is 0.776. (4) The peptide sequence is AALFMYYAK. The MHC is HLA-A68:01 with pseudo-sequence HLA-A68:01. The binding affinity (normalized) is 0.213. (5) The peptide sequence is ISDVLGNLF. The MHC is H-2-Db with pseudo-sequence H-2-Db. The binding affinity (normalized) is 0. (6) The peptide sequence is IDPLENTDF. The MHC is Mamu-A01 with pseudo-sequence Mamu-A01. The binding affinity (normalized) is 0. (7) The peptide sequence is MIKYCLLKILK. The MHC is HLA-A02:01 with pseudo-sequence HLA-A02:01. The binding affinity (normalized) is 0.0847. (8) The MHC is HLA-B15:17 with pseudo-sequence HLA-B15:17. The binding affinity (normalized) is 0.0847. The peptide sequence is EVIRATYPS. (9) The peptide sequence is YIFEPEKDIR. The MHC is HLA-A68:01 with pseudo-sequence HLA-A68:01. The binding affinity (normalized) is 0.733. (10) The peptide sequence is NPAACSYMV. The MHC is HLA-A24:03 with pseudo-sequence HLA-A24:03. The binding affinity (normalized) is 0.0847.